Dataset: Reaction yield outcomes from USPTO patents with 853,638 reactions. Task: Predict the reaction yield, written as a fraction of the theoretical maximum amount of product (1.0 means a 100% yield; for example, 0.34 means a 34% yield). The reactants are C([O:4][C:5]1[CH:10]=[CH:9][CH:8]=[CH:7][C:6]=1[C:11](=[O:18])[NH:12][C:13]1[S:14][CH:15]=[CH:16][N:17]=1)(=O)C.Cl. No catalyst specified. The product is [OH:4][C:5]1[CH:10]=[CH:9][CH:8]=[CH:7][C:6]=1[C:11]([NH:12][C:13]1[S:14][CH:15]=[CH:16][N:17]=1)=[O:18]. The yield is 0.860.